From a dataset of Reaction yield outcomes from USPTO patents with 853,638 reactions. Predict the reaction yield, written as a fraction of the theoretical maximum amount of product (1.0 means a 100% yield; for example, 0.34 means a 34% yield). (1) The reactants are [CH3:1][O:2][C:3]1[CH:7]=[C:6]([C:8]([OH:10])=O)[N:5]([CH3:11])[N:4]=1.O1CCCC1.C(Cl)(=O)C(Cl)=O.[NH2:23][C:24]1[CH:25]=[C:26]([CH:43]=[CH:44][C:45]=1[F:46])[O:27][C:28]1[CH:29]=[CH:30][C:31]2[N:32]([CH:34]=[C:35]([NH:37][C:38]([CH:40]3[CH2:42][CH2:41]3)=[O:39])[N:36]=2)[N:33]=1. The catalyst is CN(C)C=O.CN1CCCC1=O. The product is [CH:40]1([C:38]([NH:37][C:35]2[N:36]=[C:31]3[CH:30]=[CH:29][C:28]([O:27][C:26]4[CH:43]=[CH:44][C:45]([F:46])=[C:24]([NH:23][C:8]([C:6]5[N:5]([CH3:11])[N:4]=[C:3]([O:2][CH3:1])[CH:7]=5)=[O:10])[CH:25]=4)=[N:33][N:32]3[CH:34]=2)=[O:39])[CH2:41][CH2:42]1. The yield is 0.360. (2) The reactants are [CH2:1]=[O:2].[Cl:3][C:4]1[CH:17]=[CH:16][CH:15]=[CH:14][C:5]=1[CH2:6][N:7]1[C:11]([CH3:12])=[C:10]([CH3:13])[N:9]=[CH:8]1. The catalyst is C(O)(=O)C. The product is [Cl:3][C:4]1[CH:17]=[CH:16][CH:15]=[CH:14][C:5]=1[CH2:6][N:7]1[C:11]([CH3:12])=[C:10]([CH3:13])[N:9]=[C:8]1[CH2:1][OH:2]. The yield is 0.790.